From a dataset of Catalyst prediction with 721,799 reactions and 888 catalyst types from USPTO. Predict which catalyst facilitates the given reaction. Reactant: [O:1]=[C:2]1[CH:7]([NH:8][C:9]([O:11]CC2C=CC=CC=2)=O)[CH2:6][CH:5]([O:19][C:20](=[O:22])[CH3:21])[C:4](=[O:23])[NH:3]1.[N+:24]([C:27]1[CH:37]=[CH:36][CH:35]=[C:29]2C([O:32][C:33](=O)[C:28]=12)=O)([O-:26])=[O:25]. Product: [N+:24]([C:27]1[CH:37]=[CH:36][CH:35]=[C:29]2[C:28]=1[C:33](=[O:32])[N:8]([CH:7]1[CH2:6][CH:5]([O:19][C:20](=[O:22])[CH3:21])[C:4](=[O:23])[NH:3][C:2]1=[O:1])[C:9]2=[O:11])([O-:26])=[O:25]. The catalyst class is: 285.